Dataset: Reaction yield outcomes from USPTO patents with 853,638 reactions. Task: Predict the reaction yield, written as a fraction of the theoretical maximum amount of product (1.0 means a 100% yield; for example, 0.34 means a 34% yield). The reactants are [CH:1]([C:3]1[C:4]([C:12]([O:14]C)=O)=[CH:5][N:6]2[C:11]=1[CH2:10][CH2:9][CH2:8][CH2:7]2)=O.[OH-].[NH3+:17][NH2:18]. No catalyst specified. The product is [CH:1]1[C:3]2=[C:11]3[N:6]([CH:5]=[C:4]2[C:12](=[O:14])[NH:18][N:17]=1)[CH2:7][CH2:8][CH2:9][CH2:10]3. The yield is 0.830.